This data is from Forward reaction prediction with 1.9M reactions from USPTO patents (1976-2016). The task is: Predict the product of the given reaction. (1) Given the reactants [Cl:1][C:2]1[CH:3]=[C:4]([CH:7]=[C:8]([O:10][C:11]2[C:19]3[N:18]=[N:17][NH:16][C:15]=3[CH:14]=[CH:13][C:12]=2[Cl:20])[CH:9]=1)[C:5]#[N:6].C(=O)([O-])[O-].[Cs+].[Cs+].Cl[CH2:28][C:29]1[O:30][C:31]([C:34]2[CH:39]=[CH:38][CH:37]=[CH:36][CH:35]=2)=[N:32][N:33]=1, predict the reaction product. The product is: [Cl:1][C:2]1[CH:3]=[C:4]([CH:7]=[C:8]([O:10][C:11]2[C:19]3[N:18]=[N:17][N:16]([CH2:28][C:29]4[O:30][C:31]([C:34]5[CH:35]=[CH:36][CH:37]=[CH:38][CH:39]=5)=[N:32][N:33]=4)[C:15]=3[CH:14]=[CH:13][C:12]=2[Cl:20])[CH:9]=1)[C:5]#[N:6]. (2) Given the reactants Br[C:2]1[CH:3]=[CH:4][C:5]([Cl:17])=[C:6]([CH:16]=1)[CH2:7][O:8][Si:9]([C:12]([CH3:15])([CH3:14])[CH3:13])([CH3:11])[CH3:10].C([Li])CCC.CN([CH:26]=[O:27])C, predict the reaction product. The product is: [Si:9]([O:8][CH2:7][C:6]1[CH:16]=[C:2]([CH:3]=[CH:4][C:5]=1[Cl:17])[CH:26]=[O:27])([C:12]([CH3:15])([CH3:14])[CH3:13])([CH3:11])[CH3:10]. (3) The product is: [CH3:1][O:2][C:3]([C:4]1[CH:9]=[C:8]([Cl:10])[CH:7]=[C:6]2[C:5]=1[NH:11][CH:12]([C:13]1[CH:18]=[CH:17][CH:16]=[C:15]([Br:19])[CH:14]=1)[C:22]([CH3:24])([CH3:23])[CH:21]2[OH:25])=[O:20]. Given the reactants [CH3:1][O:2][C:3](=[O:20])[C:4]1[CH:9]=[C:8]([Cl:10])[CH:7]=[CH:6][C:5]=1[N:11]=[CH:12][C:13]1[CH:18]=[CH:17][CH:16]=[C:15]([Br:19])[CH:14]=1.[CH:21](=[O:25])[CH:22]([CH3:24])[CH3:23].O, predict the reaction product. (4) Given the reactants [CH3:1][O:2][C:3](=[O:14])[C:4]1[CH:9]=[CH:8][CH:7]=[C:6]([O:10][CH2:11][CH2:12]Br)[CH:5]=1.[CH3:15][C:16]1[C:24]2[C:19](=[CH:20][CH:21]=[C:22]([C:25]#[N:26])[CH:23]=2)[NH:18][C:17]=1[C:27]1[CH:28]=[N:29][CH:30]=[CH:31][CH:32]=1, predict the reaction product. The product is: [CH3:1][O:2][C:3](=[O:14])[C:4]1[CH:9]=[CH:8][CH:7]=[C:6]([O:10][CH2:11][CH2:12][N:18]2[C:19]3[C:24](=[CH:23][C:22]([C:25]#[N:26])=[CH:21][CH:20]=3)[C:16]([CH3:15])=[C:17]2[C:27]2[CH:28]=[N:29][CH:30]=[CH:31][CH:32]=2)[CH:5]=1. (5) Given the reactants [N+:1]([C:4]1[C:5]([O:19][CH3:20])=[C:6]([C:11]2[S:15][C:14]([C:16]([OH:18])=[O:17])=[CH:13][CH:12]=2)[CH:7]=[C:8]([CH3:10])[CH:9]=1)([O-])=O.C([O-])=O.[NH4+], predict the reaction product. The product is: [NH2:1][C:4]1[C:5]([O:19][CH3:20])=[C:6]([C:11]2[S:15][C:14]([C:16]([OH:18])=[O:17])=[CH:13][CH:12]=2)[CH:7]=[C:8]([CH3:10])[CH:9]=1. (6) Given the reactants [CH2:1]1[C@@H:6]([NH:7][C:8]([C@@H:10]([OH:14])[CH2:11][CH2:12][NH2:13])=[O:9])[C@H:5]([O:15][C@H:16]2[O:21][C@H:20]([CH2:22][OH:23])[C@@H:19]([OH:24])[C@H:18]([NH2:25])[C@H:17]2[OH:26])[C@@H:4]([OH:27])[C@H:3]([O:28][C@H:29]2[O:34][C@H:33]([CH2:35][NH2:36])[C@@H:32]([OH:37])[C@H:31]([OH:38])[C@H:30]2[OH:39])[C@H:2]1[NH2:40].[CH3:41][C@@H:42]1[O:44][C@@H:43]1[P:45]([OH:48])([OH:47])=[O:46].C[C@@H]1O[C@@H]1P([O-])([O-])=O.[Na+].[Na+].Cl, predict the reaction product. The product is: [CH3:41][C@@H:42]1[O:44][C@@H:43]1[P:45]([OH:48])([OH:47])=[O:46].[CH2:1]1[C@@H:6]([NH:7][C:8]([C@@H:10]([OH:14])[CH2:11][CH2:12][NH2:13])=[O:9])[C@H:5]([O:15][C@H:16]2[O:21][C@H:20]([CH2:22][OH:23])[C@@H:19]([OH:24])[C@H:18]([NH2:25])[C@H:17]2[OH:26])[C@@H:4]([OH:27])[C@H:3]([O:28][C@H:29]2[O:34][C@H:33]([CH2:35][NH2:36])[C@@H:32]([OH:37])[C@H:31]([OH:38])[C@H:30]2[OH:39])[C@H:2]1[NH2:40]. (7) Given the reactants Cl[C:2]1[CH:29]=[CH:28][C:5]([C:6]([NH:8][CH2:9][C:10]2[C:19](=[O:20])[C:18]3[C:13](=[CH:14][C:15]([Cl:21])=[CH:16][CH:17]=3)[N:12]([C:22]3[CH:27]=[CH:26][CH:25]=[CH:24][CH:23]=3)[CH:11]=2)=[O:7])=[CH:4][N:3]=1.[CH3:30][O:31][CH:32]1[CH2:37][CH2:36][NH:35][CH2:34][CH2:33]1, predict the reaction product. The product is: [Cl:21][C:15]1[CH:14]=[C:13]2[C:18]([C:19](=[O:20])[C:10]([CH2:9][NH:8][C:6]([C:5]3[CH:28]=[CH:29][C:2]([N:35]4[CH2:36][CH2:37][CH:32]([O:31][CH3:30])[CH2:33][CH2:34]4)=[N:3][CH:4]=3)=[O:7])=[CH:11][N:12]2[C:22]2[CH:23]=[CH:24][CH:25]=[CH:26][CH:27]=2)=[CH:17][CH:16]=1. (8) Given the reactants [C:1](Cl)(=[O:6])[C:2]([CH3:5])([CH3:4])[CH3:3].[Br:8][C:9]1[CH:15]=[CH:14][C:12]([NH2:13])=[C:11]([F:16])[CH:10]=1, predict the reaction product. The product is: [Br:8][C:9]1[CH:15]=[CH:14][C:12]([NH:13][C:1](=[O:6])[C:2]([CH3:5])([CH3:4])[CH3:3])=[C:11]([F:16])[CH:10]=1.